This data is from Full USPTO retrosynthesis dataset with 1.9M reactions from patents (1976-2016). The task is: Predict the reactants needed to synthesize the given product. (1) Given the product [CH3:1][O:2][C:3]1[C:8]([O:9][CH3:10])=[C:7]([O:11][CH2:12][C:13]2[CH:18]=[CH:17][CH:16]=[CH:15][CH:14]=2)[C:6]([CH3:19])=[C:5]([CH2:32][CH2:33][C:34]2[CH:39]=[CH:38][C:37]([O:40][Si:41]([C:44]([CH3:45])([CH3:47])[CH3:46])([CH3:42])[CH3:43])=[CH:36][CH:35]=2)[N:4]=1, predict the reactants needed to synthesize it. The reactants are: [CH3:1][O:2][C:3]1[C:8]([O:9][CH3:10])=[C:7]([O:11][CH2:12][C:13]2[CH:18]=[CH:17][CH:16]=[CH:15][CH:14]=2)[C:6]([CH3:19])=[C:5](Br)[N:4]=1.C1COCC1.C([Li])CCC.Br[CH2:32][CH2:33][C:34]1[CH:39]=[CH:38][C:37]([O:40][Si:41]([C:44]([CH3:47])([CH3:46])[CH3:45])([CH3:43])[CH3:42])=[CH:36][CH:35]=1. (2) Given the product [C:14]1([CH:8]([C:2]2[CH:3]=[CH:4][CH:5]=[CH:6][CH:7]=2)[N:9]2[CH2:12][C:11](=[O:13])[CH2:10]2)[CH:15]=[CH:16][CH:17]=[CH:18][CH:19]=1, predict the reactants needed to synthesize it. The reactants are: Cl.[C:2]1([CH:8]([C:14]2[CH:19]=[CH:18][CH:17]=[CH:16][CH:15]=2)[N:9]2[CH2:12][CH:11]([OH:13])[CH2:10]2)[CH:7]=[CH:6][CH:5]=[CH:4][CH:3]=1.C(N(CC)CC)C.S(=O)(=O)=O.O. (3) The reactants are: [NH2:1][C:2]1[CH:11]=[C:10]2[C:5]([C:6](=[O:12])[NH:7][CH:8]=[N:9]2)=[CH:4][CH:3]=1.[C:13]([O:17][C:18]([NH:20][CH2:21][CH2:22][CH:23]([C:27]1[CH:32]=[CH:31][C:30]([Cl:33])=[C:29]([Cl:34])[CH:28]=1)[C:24](O)=[O:25])=[O:19])([CH3:16])([CH3:15])[CH3:14].Cl.CN(C)CCCN=C=NCC. Given the product [C:13]([O:17][C:18](=[O:19])[NH:20][CH2:21][CH2:22][CH:23]([C:27]1[CH:32]=[CH:31][C:30]([Cl:33])=[C:29]([Cl:34])[CH:28]=1)[C:24](=[O:25])[NH:1][C:2]1[CH:11]=[C:10]2[C:5]([C:6](=[O:12])[NH:7][CH:8]=[N:9]2)=[CH:4][CH:3]=1)([CH3:16])([CH3:14])[CH3:15], predict the reactants needed to synthesize it. (4) The reactants are: [CH3:1][C:2]1[CH:3]=[C:4]2[C:9](=[O:10])[O:8][C:6](=O)[C:5]2=[CH:11][C:12]=1[CH3:13].[F:14][C:15]1[CH:21]=[CH:20][C:18]([NH2:19])=[CH:17][CH:16]=1.O. Given the product [CH3:13][C:12]1[CH:11]=[C:5]2[C:4](=[CH:3][C:2]=1[CH3:1])[C:9](=[O:10])[N:19]([C:18]1[CH:20]=[CH:21][C:15]([F:14])=[CH:16][CH:17]=1)[C:6]2=[O:8], predict the reactants needed to synthesize it. (5) Given the product [F:1][C:2]1[C:10]([O:11][CH3:12])=[CH:9][CH:8]=[C:7]([I:13])[C:3]=1[C:4]#[N:6], predict the reactants needed to synthesize it. The reactants are: [F:1][C:2]1[C:10]([O:11][CH3:12])=[CH:9][CH:8]=[C:7]([I:13])[C:3]=1[C:4]([NH2:6])=O.S(Cl)(Cl)=O. (6) Given the product [NH2:1][C:4]1[CH:17]=[CH:16][C:7]([C:8]([NH:10][C:11]2[S:12][CH:13]=[CH:14][N:15]=2)=[O:9])=[CH:6][C:5]=1[CH3:18], predict the reactants needed to synthesize it. The reactants are: [N+:1]([C:4]1[CH:17]=[CH:16][C:7]([C:8]([NH:10][C:11]2[S:12][CH:13]=[CH:14][N:15]=2)=[O:9])=[CH:6][C:5]=1[CH3:18])([O-])=O.CCO.C(OCC)(=O)C. (7) Given the product [N+:1]([C:4]1[CH:5]=[CH:6][C:7]([C:10]2([CH2:13][NH2:14])[CH2:11][CH2:12]2)=[CH:8][CH:9]=1)([O-:3])=[O:2], predict the reactants needed to synthesize it. The reactants are: [N+:1]([C:4]1[CH:9]=[CH:8][C:7]([C:10]2([C:13]#[N:14])[CH2:12][CH2:11]2)=[CH:6][CH:5]=1)([O-:3])=[O:2].B.C1COCC1. (8) Given the product [Cl:1][C:2]1[CH:9]=[C:8]([O:10][CH2:12][C:13]2[O:17][C:16]([CH2:18][CH2:19][C:20]3[CH:25]=[CH:24][C:23]([C:26]([F:29])([F:27])[F:28])=[CH:22][CH:21]=3)=[N:15][C:14]=2[CH3:30])[CH:7]=[CH:6][C:3]=1[C:4]#[N:5], predict the reactants needed to synthesize it. The reactants are: [Cl:1][C:2]1[CH:9]=[C:8]([OH:10])[CH:7]=[CH:6][C:3]=1[C:4]#[N:5].Cl[CH2:12][C:13]1[O:17][C:16]([CH2:18][CH2:19][C:20]2[CH:25]=[CH:24][C:23]([C:26]([F:29])([F:28])[F:27])=[CH:22][CH:21]=2)=[N:15][C:14]=1[CH3:30].C(=O)([O-])[O-].[Cs+].[Cs+].C(OCC)(=O)C. (9) Given the product [C:41]([O:40][C:38](=[O:39])[NH:37][C:33]1[CH:34]=[CH:35][CH:36]=[C:31]([O:30][C:27]2[CH:28]=[CH:29][C:24]3[N:25]([N:6]=[C:21]([NH2:20])[N:23]=3)[CH:26]=2)[CH:32]=1)([CH3:42])([CH3:43])[CH3:44], predict the reactants needed to synthesize it. The reactants are: Cl.NO.C([N:6](C(C)C)C(C)C)C.C(O)C.C(OC(=O)[NH:20][C:21]([NH:23][C:24]1[CH:29]=[CH:28][C:27]([O:30][C:31]2[CH:36]=[CH:35][CH:34]=[C:33]([NH:37][C:38]([O:40][C:41]([CH3:44])([CH3:43])[CH3:42])=[O:39])[CH:32]=2)=[CH:26][N:25]=1)=S)C. (10) The reactants are: F.F.F.[CH3:4][N:5]([CH3:36])[O:6][CH2:7][CH2:8][O:9][C@:10]1(CCN)[C@:14](CCN)([OH:15])[C@@H:13]([CH2:19][OH:20])[O:12][C@@:11]1(CCN)[N:21]1[CH:28]=[C:27]([CH3:29])[C:25](=[O:26])[NH:24][C:22]1=[O:23].C(N(CC)CC)C.[Si](OC[C@H]1O[C@@H](N2C=C(C)C(=O)NC2=O)[C@H](OCCON(C)C)[C@@H]1O)(C(C)(C)C)(C1C=CC=CC=1)C1C=CC=CC=1.CO. Given the product [CH3:4][N:5]([CH3:36])[O:6][CH2:7][CH2:8][O:9][C@@H:10]1[C@H:14]([OH:15])[C@@H:13]([CH2:19][OH:20])[O:12][C@H:11]1[N:21]1[CH:28]=[C:27]([CH3:29])[C:25](=[O:26])[NH:24][C:22]1=[O:23], predict the reactants needed to synthesize it.